This data is from Reaction yield outcomes from USPTO patents with 853,638 reactions. The task is: Predict the reaction yield, written as a fraction of the theoretical maximum amount of product (1.0 means a 100% yield; for example, 0.34 means a 34% yield). (1) The reactants are [Br:1][C:2]1[CH:3]=[CH:4][C:5]([O:34][CH3:35])=[C:6]([N:8]2[C:17]3[C:12](=[CH:13][C:14]([S:18](OC4C(F)=C(F)C(F)=C(F)C=4F)(=[O:20])=[O:19])=[CH:15][CH:16]=3)[CH:11]=[CH:10][C:9]2=[O:33])[CH:7]=1.[CH3:36][O:37][C:38]1[CH:50]=[CH:49][C:41]([CH2:42][NH:43][C:44]2[CH:48]=[CH:47][O:46][N:45]=2)=[CH:40][CH:39]=1.C[Si]([N-][Si](C)(C)C)(C)C.[Li+]. No catalyst specified. The product is [Br:1][C:2]1[CH:3]=[CH:4][C:5]([O:34][CH3:35])=[C:6]([N:8]2[C:17]3[C:12](=[CH:13][C:14]([S:18]([N:43]([C:44]4[CH:48]=[CH:47][O:46][N:45]=4)[CH2:42][C:41]4[CH:40]=[CH:39][C:38]([O:37][CH3:36])=[CH:50][CH:49]=4)(=[O:20])=[O:19])=[CH:15][CH:16]=3)[CH:11]=[CH:10][C:9]2=[O:33])[CH:7]=1. The yield is 0.701. (2) The reactants are [NH2:1][C:2]1[N:6]([CH3:7])[CH:5]=[N:4][C:3]=1[C:8]([O:10][CH2:11][CH3:12])=[O:9].[F:13][C:14]1[CH:19]=[C:18]([F:20])[CH:17]=[C:16]([F:21])[C:15]=1[CH2:22][C:23](O)=[O:24].C(OCC)C. The catalyst is CC(C)(C)C(OC(=O)C(C)(C)C)=O. The product is [CH3:7][N:6]1[C:2]([NH:1][C:23](=[O:24])[CH2:22][C:15]2[C:16]([F:21])=[CH:17][C:18]([F:20])=[CH:19][C:14]=2[F:13])=[C:3]([C:8]([O:10][CH2:11][CH3:12])=[O:9])[N:4]=[CH:5]1. The yield is 0.610.